Dataset: Full USPTO retrosynthesis dataset with 1.9M reactions from patents (1976-2016). Task: Predict the reactants needed to synthesize the given product. The reactants are: [C:1]([NH:5][C:6]([C:8]1[CH:12]=[C:11]([C:13]2[CH:18]=[CH:17][C:16]([C:19]#N)=[CH:15][N:14]=2)[N:10]([C:21]2[CH:22]=[N:23][CH:24]=[CH:25][CH:26]=2)[N:9]=1)=[O:7])([CH3:4])([CH3:3])[CH3:2].N.C([OH:30])C. Given the product [C:1]([NH:5][C:6]([C:8]1[CH:12]=[C:11]([C:13]2[CH:18]=[CH:17][C:16]([CH2:19][OH:30])=[CH:15][N:14]=2)[N:10]([C:21]2[CH:22]=[N:23][CH:24]=[CH:25][CH:26]=2)[N:9]=1)=[O:7])([CH3:4])([CH3:3])[CH3:2], predict the reactants needed to synthesize it.